From a dataset of Forward reaction prediction with 1.9M reactions from USPTO patents (1976-2016). Predict the product of the given reaction. The product is: [C:6]([C:5]1[CH:4]=[C:3]([CH3:12])[C:2]([O:1][S:20]([C:23]([F:26])([F:25])[F:24])(=[O:22])=[O:21])=[C:10]([CH3:11])[CH:9]=1)(=[O:7])[NH2:8]. Given the reactants [OH:1][C:2]1[C:10]([CH3:11])=[CH:9][C:5]([C:6]([NH2:8])=[O:7])=[CH:4][C:3]=1[CH3:12].C1C=CC(N([S:20]([C:23]([F:26])([F:25])[F:24])(=[O:22])=[O:21])[S:20]([C:23]([F:26])([F:25])[F:24])(=[O:22])=[O:21])=CC=1, predict the reaction product.